Regression/Classification. Given a drug SMILES string, predict its absorption, distribution, metabolism, or excretion properties. Task type varies by dataset: regression for continuous measurements (e.g., permeability, clearance, half-life) or binary classification for categorical outcomes (e.g., BBB penetration, CYP inhibition). Dataset: b3db_classification. From a dataset of Blood-brain barrier permeability classification from the B3DB database. (1) The compound is CC(C)c1ccccc1OCC1=NCCN1. The result is 0 (does not penetrate BBB). (2) The compound is COC1(NC(=O)CSCC#N)C(=O)N2C(C(=O)O)=C(CSc3nnnn3C)CSC21. The result is 0 (does not penetrate BBB). (3) The drug is COc1ccc(-c2nc(-c3cccc(CN(C)C)c3)n(C)n2)cc1. The result is 1 (penetrates BBB). (4) The result is 1 (penetrates BBB). The compound is CC(C)C(=O)Oc1ccc(CO)cc1C(CCN(C(C)C)C(C)C)c1ccccc1. (5) The compound is C[C@@H](O)c1cc2n(n1)CCN(C(=O)CC1=C(c3ccccc3)CCC1=O)C2. The result is 1 (penetrates BBB). (6) The drug is C[C@H]1c2ccccc2[C@@H](CCCN(C)C)c2cc(C(F)(F)F)ccc21. The result is 1 (penetrates BBB). (7) The drug is CC(=CCCN1CCC2(CC1)C(=O)NCN2c1ccccc1)c1ccc(F)cc1. The result is 1 (penetrates BBB).